From a dataset of Reaction yield outcomes from USPTO patents with 853,638 reactions. Predict the reaction yield, written as a fraction of the theoretical maximum amount of product (1.0 means a 100% yield; for example, 0.34 means a 34% yield). (1) The catalyst is CO.[Pt]. The yield is 0.920. The reactants are [N+:1]([C:4]1[C:13]2[C:8](=[CH:9][CH:10]=[CH:11][CH:12]=2)[C:7]([O:14][CH2:15][CH2:16][C:17]2[CH:22]=[CH:21][N:20]=[CH:19][C:18]=2[NH2:23])=[CH:6][CH:5]=1)([O-])=O.CCOC(C)=O.C(Cl)Cl.[H][H]. The product is [NH2:1][C:4]1[C:13]2[C:8](=[CH:9][CH:10]=[CH:11][CH:12]=2)[C:7]([O:14][CH2:15][CH2:16][C:17]2[CH:22]=[CH:21][N:20]=[CH:19][C:18]=2[NH2:23])=[CH:6][CH:5]=1. (2) The reactants are [CH2:1]([N:8]1[C:13](=[O:14])[C:12]([C:15]2[CH:20]=[CH:19][C:18]([F:21])=[CH:17][CH:16]=2)=[C:11](OS(C(F)(F)F)(=O)=O)[CH:10]=[N:9]1)[C:2]1[CH:7]=[CH:6][CH:5]=[CH:4][CH:3]=1.[CH3:30][S:31][C:32]1[CH:37]=[CH:36][C:35](B(O)O)=[CH:34][CH:33]=1.CCN(CC)CC. The yield is 0.680. The catalyst is C1(C)C=CC=CC=1.C1C=CC([P]([Pd]([P](C2C=CC=CC=2)(C2C=CC=CC=2)C2C=CC=CC=2)([P](C2C=CC=CC=2)(C2C=CC=CC=2)C2C=CC=CC=2)[P](C2C=CC=CC=2)(C2C=CC=CC=2)C2C=CC=CC=2)(C2C=CC=CC=2)C2C=CC=CC=2)=CC=1. The product is [CH2:1]([N:8]1[C:13](=[O:14])[C:12]([C:15]2[CH:20]=[CH:19][C:18]([F:21])=[CH:17][CH:16]=2)=[C:11]([C:35]2[CH:36]=[CH:37][C:32]([S:31][CH3:30])=[CH:33][CH:34]=2)[CH:10]=[N:9]1)[C:2]1[CH:7]=[CH:6][CH:5]=[CH:4][CH:3]=1. (3) The product is [NH2:11][C@H:12]1[CH2:16][CH2:15][N:14]([C@H:17]2[CH2:22][CH2:21][N:20]([CH:23]([CH3:24])[CH3:25])[CH2:19][C@H:18]2[C:26]([O:28][CH3:29])=[O:27])[C:13]1=[O:30]. The catalyst is C(O)(C)C.[OH-].[Pd+2].[OH-]. The reactants are C(OC([NH:11][C@H:12]1[CH2:16][CH2:15][N:14]([C@H:17]2[CH2:22][CH2:21][N:20]([CH:23]([CH3:25])[CH3:24])[CH2:19][C@H:18]2[C:26]([O:28][CH3:29])=[O:27])[C:13]1=[O:30])=O)C1C=CC=CC=1. The yield is 0.930. (4) The reactants are [Si]([O:8][C:9]([CH3:38])([CH3:37])[CH2:10][C:11]1[S:12][C:13]([NH:25][C:26]([C:28]2[CH:29]=[N:30][N:31]3[CH:36]=[CH:35][CH:34]=[N:33][C:32]=23)=[O:27])=[C:14]([C:16]2[CH:21]=[C:20]([Cl:22])[CH:19]=[CH:18][C:17]=2[O:23][CH3:24])[N:15]=1)(C(C)(C)C)(C)C. The catalyst is FC(F)(F)C(O)=O. The product is [Cl:22][C:20]1[CH:19]=[CH:18][C:17]([O:23][CH3:24])=[C:16]([C:14]2[N:15]=[C:11]([CH2:10][C:9]([OH:8])([CH3:38])[CH3:37])[S:12][C:13]=2[NH:25][C:26]([C:28]2[CH:29]=[N:30][N:31]3[CH:36]=[CH:35][CH:34]=[N:33][C:32]=23)=[O:27])[CH:21]=1. The yield is 0.710.